From a dataset of NCI-60 drug combinations with 297,098 pairs across 59 cell lines. Regression. Given two drug SMILES strings and cell line genomic features, predict the synergy score measuring deviation from expected non-interaction effect. (1) Drug 1: C1=CN(C=N1)CC(O)(P(=O)(O)O)P(=O)(O)O. Drug 2: C1C(C(OC1N2C=NC3=C2NC=NCC3O)CO)O. Cell line: MOLT-4. Synergy scores: CSS=11.4, Synergy_ZIP=-3.46, Synergy_Bliss=-3.36, Synergy_Loewe=6.71, Synergy_HSA=1.72. (2) Drug 1: C(CC(=O)O)C(=O)CN.Cl. Drug 2: C1CNP(=O)(OC1)N(CCCl)CCCl. Cell line: OVCAR-5. Synergy scores: CSS=6.80, Synergy_ZIP=-6.22, Synergy_Bliss=-1.40, Synergy_Loewe=-11.1, Synergy_HSA=-1.09. (3) Synergy scores: CSS=43.3, Synergy_ZIP=5.53, Synergy_Bliss=5.06, Synergy_Loewe=-14.7, Synergy_HSA=9.72. Drug 2: C1CCC(C1)C(CC#N)N2C=C(C=N2)C3=C4C=CNC4=NC=N3. Cell line: CAKI-1. Drug 1: CN1CCC(CC1)COC2=C(C=C3C(=C2)N=CN=C3NC4=C(C=C(C=C4)Br)F)OC. (4) Drug 1: CC1C(C(CC(O1)OC2CC(CC3=C2C(=C4C(=C3O)C(=O)C5=C(C4=O)C(=CC=C5)OC)O)(C(=O)C)O)N)O.Cl. Drug 2: C1=NC2=C(N=C(N=C2N1C3C(C(C(O3)CO)O)F)Cl)N. Cell line: A498. Synergy scores: CSS=19.8, Synergy_ZIP=-8.40, Synergy_Bliss=-2.12, Synergy_Loewe=-5.21, Synergy_HSA=-0.867. (5) Drug 1: C1=C(C(=O)NC(=O)N1)N(CCCl)CCCl. Drug 2: CN1C2=C(C=C(C=C2)N(CCCl)CCCl)N=C1CCCC(=O)O.Cl. Cell line: CCRF-CEM. Synergy scores: CSS=76.9, Synergy_ZIP=8.01, Synergy_Bliss=8.28, Synergy_Loewe=-0.820, Synergy_HSA=9.60. (6) Drug 1: CN1CCC(CC1)COC2=C(C=C3C(=C2)N=CN=C3NC4=C(C=C(C=C4)Br)F)OC. Drug 2: CC1=C(N=C(N=C1N)C(CC(=O)N)NCC(C(=O)N)N)C(=O)NC(C(C2=CN=CN2)OC3C(C(C(C(O3)CO)O)O)OC4C(C(C(C(O4)CO)O)OC(=O)N)O)C(=O)NC(C)C(C(C)C(=O)NC(C(C)O)C(=O)NCCC5=NC(=CS5)C6=NC(=CS6)C(=O)NCCC[S+](C)C)O. Cell line: CAKI-1. Synergy scores: CSS=34.1, Synergy_ZIP=-13.9, Synergy_Bliss=-11.5, Synergy_Loewe=-7.36, Synergy_HSA=-6.23. (7) Drug 1: CC1=C(N=C(N=C1N)C(CC(=O)N)NCC(C(=O)N)N)C(=O)NC(C(C2=CN=CN2)OC3C(C(C(C(O3)CO)O)O)OC4C(C(C(C(O4)CO)O)OC(=O)N)O)C(=O)NC(C)C(C(C)C(=O)NC(C(C)O)C(=O)NCCC5=NC(=CS5)C6=NC(=CS6)C(=O)NCCC[S+](C)C)O. Drug 2: CCC1(CC2CC(C3=C(CCN(C2)C1)C4=CC=CC=C4N3)(C5=C(C=C6C(=C5)C78CCN9C7C(C=CC9)(C(C(C8N6C)(C(=O)OC)O)OC(=O)C)CC)OC)C(=O)OC)O.OS(=O)(=O)O. Cell line: OVCAR-4. Synergy scores: CSS=12.0, Synergy_ZIP=0.0351, Synergy_Bliss=-0.590, Synergy_Loewe=-2.42, Synergy_HSA=-0.891.